From a dataset of Reaction yield outcomes from USPTO patents with 853,638 reactions. Predict the reaction yield, written as a fraction of the theoretical maximum amount of product (1.0 means a 100% yield; for example, 0.34 means a 34% yield). (1) The reactants are C([O:8][C:9]1[CH:14]=[CH:13][C:12]([CH2:15][CH2:16][O:17][C@@H:18]2[CH2:23][CH2:22][CH2:21][CH2:20][C@H:19]2[N:24]2[CH2:28][CH2:27][C@@H:26]([OH:29])[CH2:25]2)=[CH:11][C:10]=1[O:30][CH3:31])C1C=CC=CC=1. The catalyst is CO.O.[Pd]. The product is [OH:8][C:9]1[CH:14]=[CH:13][C:12]([CH2:15][CH2:16][O:17][C@@H:18]2[CH2:23][CH2:22][CH2:21][CH2:20][C@H:19]2[N:24]2[CH2:28][CH2:27][C@@H:26]([OH:29])[CH2:25]2)=[CH:11][C:10]=1[O:30][CH3:31]. The yield is 0.430. (2) The reactants are [CH3:1][C:2]1[CH:3]=[C:4]([C:8](=[O:10])[CH3:9])[CH:5]=[CH:6][CH:7]=1.[CH3:11][N:12]([CH:14](OC)OC)[CH3:13]. No catalyst specified. The product is [CH3:11][N:12]([CH3:14])/[CH:13]=[CH:9]/[C:8]([C:4]1[CH:5]=[CH:6][CH:7]=[C:2]([CH3:1])[CH:3]=1)=[O:10]. The yield is 0.350. (3) The reactants are Br[C:2]1[CH:3]=[N:4][CH:5]=[C:6]([Br:8])[CH:7]=1.[C:24]1([CH3:29])[CH:25]=[CH:26][CH:27]=[CH:28][C:23]=1P([C:23]1[CH:28]=[CH:27][CH:26]=[CH:25][C:24]=1[CH3:29])[C:23]1[CH:28]=[CH:27][CH:26]=[CH:25][C:24]=1[CH3:29].[CH2:31]([N:33](CC)CC)[CH3:32]. The catalyst is CN(C=O)C.C1C=CC(/C=C/C(/C=C/C2C=CC=CC=2)=O)=CC=1.C1C=CC(/C=C/C(/C=C/C2C=CC=CC=2)=O)=CC=1.C1C=CC(/C=C/C(/C=C/C2C=CC=CC=2)=O)=CC=1.[Pd].[Pd]. The product is [Br:8][C:6]1[CH:7]=[C:2]([C:27]2[CH:28]=[C:23]3[C:24](=[CH:25][CH:26]=2)[CH:29]=[N:33][CH:31]=[CH:32]3)[CH:3]=[N:4][CH:5]=1. The yield is 0.320.